The task is: Predict which catalyst facilitates the given reaction.. This data is from Catalyst prediction with 721,799 reactions and 888 catalyst types from USPTO. (1) Reactant: [C:1]([O:5][C:6]([N:8]1[CH2:13][CH2:12][CH2:11][C@@H:10]([C:14]([OH:16])=O)[CH2:9]1)=[O:7])([CH3:4])([CH3:3])[CH3:2].C(N1C=CN=C1)(N1C=CN=C1)=O.[NH:29]1[CH2:33][CH2:32][CH2:31][CH2:30]1. Product: [N:29]1([C:14]([C@@H:10]2[CH2:11][CH2:12][CH2:13][N:8]([C:6]([O:5][C:1]([CH3:2])([CH3:3])[CH3:4])=[O:7])[CH2:9]2)=[O:16])[CH2:33][CH2:32][CH2:31][CH2:30]1. The catalyst class is: 7. (2) Reactant: Br[CH2:2][C:3]([C:5]1[CH:10]=[CH:9][C:8]([Cl:11])=[CH:7][CH:6]=1)=[O:4].[CH3:12][S-:13].[Na+]. Product: [Cl:11][C:8]1[CH:9]=[CH:10][C:5]([C:3](=[O:4])[CH2:2][S:13][CH3:12])=[CH:6][CH:7]=1. The catalyst class is: 305. (3) Reactant: [NH:1]1[CH:5]=[CH:4][N:3]=[C:2]1[CH2:6][NH:7][CH2:8][C:9]1[CH:30]=[CH:29][C:12]([CH2:13][O:14][C:15]2[CH:28]=[CH:27][C:18]([CH2:19][N:20]([CH2:24][CH2:25][CH3:26])[CH2:21][CH2:22][CH3:23])=[CH:17][CH:16]=2)=[CH:11][CH:10]=1.C([BH3-])#N.[Na+].C(O)(=O)C.[NH:39]1[CH:43]=[CH:42][N:41]=[C:40]1[CH:44]=O. Product: [NH:1]1[CH:5]=[CH:4][N:3]=[C:2]1[CH2:6][N:7]([CH2:8][C:9]1[CH:30]=[CH:29][C:12]([CH2:13][O:14][C:15]2[CH:16]=[CH:17][C:18]([CH2:19][N:20]([CH2:21][CH2:22][CH3:23])[CH2:24][CH2:25][CH3:26])=[CH:27][CH:28]=2)=[CH:11][CH:10]=1)[CH2:44][C:40]1[NH:39][CH:43]=[CH:42][N:41]=1. The catalyst class is: 5.